Dataset: Forward reaction prediction with 1.9M reactions from USPTO patents (1976-2016). Task: Predict the product of the given reaction. Given the reactants C[N:2](C)[N:3]1[C:11](O)([C:12]2[CH:17]=[CH:16][CH:15]=[C:14]([CH3:18])[N:13]=2)[C:10]2[C:5](=[CH:6][CH:7]=[CH:8][CH:9]=2)[C:4]1=[O:20].CCO.NN.CC1N=C(C2C3C(=CC=CC=3)C=NN=2)C=CC=1, predict the reaction product. The product is: [CH3:18][C:14]1[N:13]=[C:12]([C:11]2[C:10]3[C:5](=[CH:6][CH:7]=[CH:8][CH:9]=3)[C:4](=[O:20])[NH:2][N:3]=2)[CH:17]=[CH:16][CH:15]=1.